Dataset: Reaction yield outcomes from USPTO patents with 853,638 reactions. Task: Predict the reaction yield, written as a fraction of the theoretical maximum amount of product (1.0 means a 100% yield; for example, 0.34 means a 34% yield). (1) The reactants are Br[C:2]1[CH:3]=[CH:4][C:5]([O:30][CH3:31])=[C:6]([S:8]([N:11]([CH:17]2[CH2:22][CH2:21][N:20]([C:23]([O:25][C:26]([CH3:29])([CH3:28])[CH3:27])=[O:24])[CH2:19][CH2:18]2)CC(F)(F)F)(=[O:10])=[O:9])[CH:7]=1.[CH3:32][C:33]1([CH3:49])[C:37]([CH3:39])([CH3:38])[O:36][B:35]([B:35]2[O:36][C:37]([CH3:39])([CH3:38])[C:33]([CH3:49])([CH3:32])[O:34]2)[O:34]1.C([O-])(=O)C.[K+].ClCCl. The catalyst is CCOC(C)=O.O1CCOCC1. The product is [C:26]([O:25][C:23]([N:20]1[CH2:19][CH2:18][CH:17]([NH:11][S:8]([C:6]2[CH:7]=[C:2]([B:35]3[O:36][C:37]([CH3:39])([CH3:38])[C:33]([CH3:49])([CH3:32])[O:34]3)[CH:3]=[CH:4][C:5]=2[O:30][CH3:31])(=[O:10])=[O:9])[CH2:22][CH2:21]1)=[O:24])([CH3:29])([CH3:28])[CH3:27]. The yield is 0.310. (2) The reactants are [C:1]([N:8]1[CH:12]=[CH:11]N=[CH:9]1)([N:3]1[CH:7]=[CH:6]N=C1)=[S:2].[CH2:13]([CH:20]1[CH2:25]CNCC1)[C:14]1[CH:19]=[CH:18][CH:17]=[CH:16][CH:15]=1.CI.Cl.[NH2:29][CH2:30][C:31]1[CH:38]=[CH:37]C(C#N)=[CH:33][CH:32]=1.CCN(C(C)C)C(C)C. The catalyst is C1COCC1. The product is [CH2:13]([CH:20]1[CH2:25][CH2:9][N:8]([C:1](=[S:2])[NH:3][CH2:7][C:6]2[CH:37]=[CH:38][C:31]([C:30]#[N:29])=[CH:32][CH:33]=2)[CH2:12][CH2:11]1)[C:14]1[CH:15]=[CH:16][CH:17]=[CH:18][CH:19]=1. The yield is 0.300. (3) The reactants are Br[C:2]1[CH:3]=[C:4]([CH:7]=[CH:8][CH:9]=1)[CH:5]=[O:6].[OH:10][C:11]1[CH:12]=[C:13]([CH:18]=[CH:19][CH:20]=1)[C:14]([O:16][CH3:17])=[O:15].C(=O)([O-])[O-].[K+].[K+].C(Cl)Cl. The catalyst is N1C=CC=CC=1.[Cu]=O. The product is [C:5](=[C:4]1[CH:3]=[CH:2][CH:9]=[C:8]([O:10][C:11]2[CH:12]=[C:13]([CH:18]=[CH:19][CH:20]=2)[C:14]([O:16][CH3:17])=[O:15])[CH2:7]1)=[O:6]. The yield is 0.560. (4) The yield is 0.760. The product is [NH2:1][C:2]1[C:11]2[CH:10]=[CH:9][CH:8]=[C:7]([C:24]3[C:25]([O:29][CH3:30])=[CH:26][CH:27]=[CH:28][C:23]=3[F:22])[C:6]=2[N:5]=[C:4]2[CH2:13][N:14]([CH:17]3[CH2:20][CH:19]([CH3:21])[CH2:18]3)[C:15](=[O:16])[C:3]=12. No catalyst specified. The reactants are [NH2:1][C:2]1[C:11]2[CH:10]=[CH:9][CH:8]=[C:7](Br)[C:6]=2[N:5]=[C:4]2[CH2:13][N:14]([CH:17]3[CH2:20][CH:19]([CH3:21])[CH2:18]3)[C:15](=[O:16])[C:3]=12.[F:22][C:23]1[CH:28]=[CH:27][CH:26]=[C:25]([O:29][CH3:30])[C:24]=1B(O)O. (5) The reactants are [C:1]1([CH2:7][CH2:8][NH:9][C:10](=[O:18])[CH2:11][N:12]2[CH2:17][CH2:16][NH:15][CH2:14][CH2:13]2)[CH:6]=[CH:5][CH:4]=[CH:3][CH:2]=1.[NH2:19][C:20]1[NH:21][C:22](=O)[C:23]2[N:29]=[C:28]([C:30]3[CH:35]=[CH:34][C:33]([F:36])=[CH:32][CH:31]=3)[CH:27]=[CH:26][C:24]=2[N:25]=1. The catalyst is O1CCOCC1. The product is [NH2:19][C:20]1[N:21]=[C:22]([N:15]2[CH2:14][CH2:13][N:12]([CH2:11][C:10](=[O:18])[NH:9][CH2:8][CH2:7][C:1]3[CH:2]=[CH:3][CH:4]=[CH:5][CH:6]=3)[CH2:17][CH2:16]2)[C:23]2[N:29]=[C:28]([C:30]3[CH:35]=[CH:34][C:33]([F:36])=[CH:32][CH:31]=3)[CH:27]=[CH:26][C:24]=2[N:25]=1. The yield is 0.950. (6) The reactants are [F:1][C:2]([F:50])([F:49])[C:3]1[CH:4]=[C:5]([C@H:13]2[O:17][C:16](=[O:18])[N:15]([CH2:19][C:20]3[CH:21]=[C:22]([N:35]4[CH2:40][CH2:39][N:38](C(OC(C)(C)C)=O)[CH2:37][CH2:36]4)[CH:23]=[N:24][C:25]=3[N:26]([CH2:33][CH3:34])[CH:27]3[CH2:32][CH2:31][O:30][CH2:29][CH2:28]3)[C@H:14]2[CH3:48])[CH:6]=[C:7]([C:9]([F:12])([F:11])[F:10])[CH:8]=1. The catalyst is ClCCl. The product is [F:50][C:2]([F:1])([F:49])[C:3]1[CH:4]=[C:5]([C@H:13]2[O:17][C:16](=[O:18])[N:15]([CH2:19][C:20]3[C:25]([N:26]([CH2:33][CH3:34])[CH:27]4[CH2:32][CH2:31][O:30][CH2:29][CH2:28]4)=[N:24][CH:23]=[C:22]([N:35]4[CH2:36][CH2:37][NH:38][CH2:39][CH2:40]4)[CH:21]=3)[C@H:14]2[CH3:48])[CH:6]=[C:7]([C:9]([F:12])([F:11])[F:10])[CH:8]=1. The yield is 1.00. (7) The reactants are Br[CH2:2][C:3]1[CH:8]=[CH:7][CH:6]=[CH:5][C:4]=1[O:9][CH3:10].[O:11]1[CH:15]=[CH:14][CH:13]=[C:12]1[CH2:16][NH:17][S:18]([C:21]1[CH:29]=[CH:28][C:24]([C:25]([OH:27])=[O:26])=[CH:23][CH:22]=1)(=[O:20])=[O:19]. No catalyst specified. The product is [O:11]1[CH:15]=[CH:14][CH:13]=[C:12]1[CH2:16][N:17]([CH2:2][C:3]1[CH:8]=[CH:7][CH:6]=[CH:5][C:4]=1[O:9][CH3:10])[S:18]([C:21]1[CH:29]=[CH:28][C:24]([C:25]([OH:27])=[O:26])=[CH:23][CH:22]=1)(=[O:20])=[O:19]. The yield is 0.350. (8) The reactants are [CH3:1][O:2][C:3]1[CH:4]=[C:5]([C:9]2[C:10]([N:18]3[CH2:23][CH2:22][NH:21][CH2:20][CH2:19]3)=[C:11]3[CH:17]=[CH:16][NH:15][C:12]3=[N:13][CH:14]=2)[CH:6]=[CH:7][CH:8]=1.[C:24]([O:28][C:29]([N:31]([CH:44]([CH3:46])[CH3:45])[CH2:32][C@H:33]([C:37]1[CH:42]=[CH:41][C:40]([Cl:43])=[CH:39][CH:38]=1)[C:34](O)=[O:35])=[O:30])([CH3:27])([CH3:26])[CH3:25].C1C=CC2N(O)N=NC=2C=1.O.CCN=C=NCCCN(C)C.CCN(C(C)C)C(C)C. The catalyst is C(Cl)Cl. The product is [Cl:43][C:40]1[CH:41]=[CH:42][C:37]([C@H:33]([C:34]([N:21]2[CH2:22][CH2:23][N:18]([C:10]3[C:9]([C:5]4[CH:6]=[CH:7][CH:8]=[C:3]([O:2][CH3:1])[CH:4]=4)=[CH:14][N:13]=[C:12]4[NH:15][CH:16]=[CH:17][C:11]=34)[CH2:19][CH2:20]2)=[O:35])[CH2:32][N:31]([CH:44]([CH3:45])[CH3:46])[C:29](=[O:30])[O:28][C:24]([CH3:26])([CH3:25])[CH3:27])=[CH:38][CH:39]=1. The yield is 0.536.